This data is from Full USPTO retrosynthesis dataset with 1.9M reactions from patents (1976-2016). The task is: Predict the reactants needed to synthesize the given product. (1) The reactants are: [Br:1][C:2]1[C:7]([F:8])=[CH:6][C:5]([C:9]([C:11]2[CH:16]=[CH:15][N:14]=[CH:13][CH:12]=2)=[NH:10])=[C:4]([F:17])[CH:3]=1.Cl.NO.C([O-])(=[O:23])C.[Na+]. Given the product [Br:1][C:2]1[C:7]([F:8])=[CH:6][C:5]([C:9]([C:11]2[CH:12]=[CH:13][N:14]=[CH:15][CH:16]=2)=[N:10][OH:23])=[C:4]([F:17])[CH:3]=1, predict the reactants needed to synthesize it. (2) Given the product [F:41][C:32]1[CH:33]=[C:34]([C:37]([F:40])([F:39])[F:38])[CH:35]=[CH:36][C:31]=1[C:23]1[CH:24]=[C:25]([C:27]([F:30])([F:28])[F:29])[N:26]=[C:21]([C:19]2[CH:18]=[CH:17][N:16]=[C:15]([C:11]3[CH:10]=[C:9]([S:6]([NH2:5])(=[O:7])=[O:8])[CH:14]=[CH:13][CH:12]=3)[CH:20]=2)[N:22]=1, predict the reactants needed to synthesize it. The reactants are: C([NH:5][S:6]([C:9]1[CH:14]=[CH:13][CH:12]=[C:11]([C:15]2[CH:20]=[C:19]([C:21]3[N:26]=[C:25]([C:27]([F:30])([F:29])[F:28])[CH:24]=[C:23]([C:31]4[CH:36]=[CH:35][C:34]([C:37]([F:40])([F:39])[F:38])=[CH:33][C:32]=4[F:41])[N:22]=3)[CH:18]=[CH:17][N:16]=2)[CH:10]=1)(=[O:8])=[O:7])(C)(C)C.C(O)(C(F)(F)F)=O.